Task: Predict the reactants needed to synthesize the given product.. Dataset: Full USPTO retrosynthesis dataset with 1.9M reactions from patents (1976-2016) (1) Given the product [CH3:25][N:26]1[CH:30]=[CH:29][C:28]([C:2]2[C:10]3[C:5](=[CH:6][N:7]=[C:8]([C:11]4[CH:12]=[N:13][CH:14]=[CH:15][CH:16]=4)[CH:9]=3)[N:4]([CH2:17][O:18][CH2:19][CH2:20][Si:21]([CH3:24])([CH3:23])[CH3:22])[N:3]=2)=[N:27]1, predict the reactants needed to synthesize it. The reactants are: I[C:2]1[C:10]2[C:5](=[CH:6][N:7]=[C:8]([C:11]3[CH:12]=[N:13][CH:14]=[CH:15][CH:16]=3)[CH:9]=2)[N:4]([CH2:17][O:18][CH2:19][CH2:20][Si:21]([CH3:24])([CH3:23])[CH3:22])[N:3]=1.[CH3:25][N:26]1[CH:30]=[CH:29][C:28](B2OC(C)(C)C(C)(C)O2)=[N:27]1.C([O-])(=O)C.[K+].O. (2) Given the product [CH3:1][O:2][C:3]([C:5]1[C:6]([CH2:14][C:15]2[CH:20]=[CH:19][CH:18]=[C:17]([F:21])[C:16]=2[CH3:22])=[C:7]([C:24]2[CH:29]=[CH:28][CH:27]=[CH:26][CH:25]=2)[N:8]2[C:13]=1[CH:12]=[CH:11][CH:10]=[CH:9]2)=[O:4], predict the reactants needed to synthesize it. The reactants are: [CH3:1][O:2][C:3]([C:5]1[C:6]([CH2:14][C:15]2[CH:20]=[CH:19][CH:18]=[C:17]([F:21])[C:16]=2[CH3:22])=[CH:7][N:8]2[C:13]=1[CH:12]=[CH:11][CH:10]=[CH:9]2)=[O:4].I[C:24]1[CH:29]=[CH:28][CH:27]=[CH:26][CH:25]=1.C([O-])(=O)C.[K+].O. (3) Given the product [C:26]([O:30][C:31]([N:33]1[CH2:38][CH2:37][C@@:36]([C:2]2[CH:20]=[CH:19][C:5]([O:6][CH2:7][CH2:8][O:9][C:10]3[C:15]([Cl:16])=[CH:14][C:13]([CH3:17])=[CH:12][C:11]=3[Cl:18])=[CH:4][CH:3]=2)([OH:39])[C@@H:35]([C:40](=[O:54])[N:41]([CH:51]2[CH2:52][CH2:53]2)[CH2:42][C:43]2[CH:48]=[CH:47][CH:46]=[C:45]([CH3:49])[C:44]=2[CH3:50])[CH2:34]1)=[O:32])([CH3:29])([CH3:27])[CH3:28], predict the reactants needed to synthesize it. The reactants are: Br[C:2]1[CH:20]=[CH:19][C:5]([O:6][CH2:7][CH2:8][O:9][C:10]2[C:15]([Cl:16])=[CH:14][C:13]([CH3:17])=[CH:12][C:11]=2[Cl:18])=[CH:4][CH:3]=1.[Li]CCCC.[C:26]([O:30][C:31]([N:33]1[CH2:38][CH2:37][C:36](=[O:39])[CH:35]([C:40](=[O:54])[N:41]([CH:51]2[CH2:53][CH2:52]2)[CH2:42][C:43]2[CH:48]=[CH:47][CH:46]=[C:45]([CH3:49])[C:44]=2[CH3:50])[CH2:34]1)=[O:32])([CH3:29])([CH3:28])[CH3:27]. (4) Given the product [N:1]1([CH2:6][C:7]2[CH:12]=[CH:11][C:10]([N:13]3[CH2:18][CH2:17][CH:16]([CH2:19][N:21]4[CH2:26][CH2:25][CH2:24][CH2:23][CH2:22]4)[CH2:15][CH2:14]3)=[CH:9][CH:8]=2)[CH2:5][CH2:4][CH2:3][CH2:2]1, predict the reactants needed to synthesize it. The reactants are: [N:1]1([CH2:6][C:7]2[CH:12]=[CH:11][C:10]([N:13]3[CH2:18][CH2:17][CH:16]([CH:19]=O)[CH2:15][CH2:14]3)=[CH:9][CH:8]=2)[CH2:5][CH2:4][CH2:3][CH2:2]1.[NH:21]1[CH2:26][CH2:25][CH2:24][CH2:23][CH2:22]1. (5) Given the product [C:30]([O:32][C:38](=[O:37])[C:14]1[CH:15]=[CH:16][CH:17]=[CH:18][CH:19]=1)(=[O:31])[C:29]1[CH:28]=[CH:36][CH:35]=[CH:34][CH:33]=1.[Bi+3:7], predict the reactants needed to synthesize it. The reactants are: C1([Bi:7]([C:14]2[CH:19]=[CH:18][CH:17]=[CH:16][CH:15]=2)C2C=CC=CC=2)C=CC=CC=1.C([C:28]1[CH:36]=[CH:35][CH:34]=[CH:33][C:29]=1[C:30]([OH:32])=[O:31])(=O)C1C=CC=CC=1.[O:37]1CCOC[CH2:38]1.